The task is: Predict the reactants needed to synthesize the given product.. This data is from Full USPTO retrosynthesis dataset with 1.9M reactions from patents (1976-2016). The reactants are: [CH2:1]([N:5]1[CH:10]=[CH:9][C:8]([O:11][S:12]([C:15]([F:18])([F:17])[F:16])(=[O:14])=[O:13])=[C:7]([Cl:19])[C:6]1=[O:20])[CH2:2][CH2:3][CH3:4].ClC1C(=O)N(CC2CC2)C=CC=1O. Given the product [Cl:19][C:7]1[C:6](=[O:20])[N:5]([CH2:1][CH:2]2[CH2:4][CH2:3]2)[CH:10]=[CH:9][C:8]=1[O:11][S:12]([C:15]([F:16])([F:17])[F:18])(=[O:14])=[O:13], predict the reactants needed to synthesize it.